Dataset: Reaction yield outcomes from USPTO patents with 853,638 reactions. Task: Predict the reaction yield, written as a fraction of the theoretical maximum amount of product (1.0 means a 100% yield; for example, 0.34 means a 34% yield). (1) The reactants are [C:1]([O:5][C:6](=[O:14])[CH2:7]/[N:8]=[CH:9]/[C:10]([CH3:13])([CH3:12])[CH3:11])([CH3:4])([CH3:3])[CH3:2].[Cl:15][C:16]1[C:17]([F:33])=[C:18](/[CH:22]=[C:23](/[C:26]2[CH:31]=[CH:30]C(Cl)=[CH:28][CH:27]=2)\[C:24]#[N:25])[CH:19]=[CH:20][CH:21]=1.C(N(CC)CC)C.Cl[CH2:42][Cl:43]. No catalyst specified. The product is [C:1]([O:5][C:6]([C@H:7]1[C@H:22]([C:18]2[CH:19]=[CH:20][CH:21]=[C:16]([Cl:15])[C:17]=2[F:33])[C@:23]([C:26]2[CH:27]=[CH:28][C:42]([Cl:43])=[CH:30][CH:31]=2)([C:24]#[N:25])[C@H:9]([C:10]([CH3:13])([CH3:12])[CH3:11])[NH:8]1)=[O:14])([CH3:4])([CH3:3])[CH3:2]. The yield is 0.300. (2) The reactants are Br[CH2:2][C:3]1[CH:13]=[CH:12][C:6]([C:7]([O:9][CH2:10][CH3:11])=[O:8])=[C:5]([Cl:14])[CH:4]=1.[C-:15]#[N:16].[K+].C(O)C. The catalyst is O. The product is [Cl:14][C:5]1[CH:4]=[C:3]([CH2:2][C:15]#[N:16])[CH:13]=[CH:12][C:6]=1[C:7]([O:9][CH2:10][CH3:11])=[O:8]. The yield is 0.160.